Dataset: Catalyst prediction with 721,799 reactions and 888 catalyst types from USPTO. Task: Predict which catalyst facilitates the given reaction. Reactant: [Br:1][C:2]1[C:3]([C:14]([O:16][CH2:17][CH3:18])=[O:15])=[C:4]([CH3:13])[NH:5][C:6]=1[C:7]1[CH:12]=[CH:11][CH:10]=[CH:9][CH:8]=1.[CH3:19]N(C=O)C.[H-].[Na+].CI. The catalyst class is: 170. Product: [Br:1][C:2]1[C:3]([C:14]([O:16][CH2:17][CH3:18])=[O:15])=[C:4]([CH3:13])[N:5]([CH3:19])[C:6]=1[C:7]1[CH:12]=[CH:11][CH:10]=[CH:9][CH:8]=1.